Task: Predict the product of the given reaction.. Dataset: Forward reaction prediction with 1.9M reactions from USPTO patents (1976-2016) Given the reactants [Cl:1][C:2]1[CH:3]=[CH:4][C:5]([NH:18][CH2:19][CH:20]2[CH2:25][CH2:24][NH:23][CH2:22][CH2:21]2)=[C:6]([CH:17]=1)[C:7]([NH:9][C:10]1[CH:15]=[CH:14][C:13]([Cl:16])=[CH:12][N:11]=1)=[O:8].Cl.Cl[C:28]1[CH:33]=[CH:32][N:31]=[CH:30][CH:29]=1.C(N(CC)CC)C, predict the reaction product. The product is: [Cl:1][C:2]1[CH:3]=[CH:4][C:5]([NH:18][CH2:19][CH:20]2[CH2:21][CH2:22][N:23]([C:28]3[CH:33]=[CH:32][N:31]=[CH:30][CH:29]=3)[CH2:24][CH2:25]2)=[C:6]([CH:17]=1)[C:7]([NH:9][C:10]1[CH:15]=[CH:14][C:13]([Cl:16])=[CH:12][N:11]=1)=[O:8].